Dataset: Peptide-MHC class I binding affinity with 185,985 pairs from IEDB/IMGT. Task: Regression. Given a peptide amino acid sequence and an MHC pseudo amino acid sequence, predict their binding affinity value. This is MHC class I binding data. The peptide sequence is LTDSSTLLV. The binding affinity (normalized) is 0.0847. The MHC is HLA-B27:03 with pseudo-sequence HLA-B27:03.